From a dataset of NCI-60 drug combinations with 297,098 pairs across 59 cell lines. Regression. Given two drug SMILES strings and cell line genomic features, predict the synergy score measuring deviation from expected non-interaction effect. (1) Drug 1: CNC(=O)C1=CC=CC=C1SC2=CC3=C(C=C2)C(=NN3)C=CC4=CC=CC=N4. Drug 2: C1C(C(OC1N2C=NC3=C(N=C(N=C32)Cl)N)CO)O. Cell line: 786-0. Synergy scores: CSS=2.33, Synergy_ZIP=-1.12, Synergy_Bliss=-0.338, Synergy_Loewe=-3.04, Synergy_HSA=-0.769. (2) Drug 1: C1=CC(=CC=C1C#N)C(C2=CC=C(C=C2)C#N)N3C=NC=N3. Drug 2: C1=NC2=C(N=C(N=C2N1C3C(C(C(O3)CO)O)O)F)N. Cell line: NCI-H460. Synergy scores: CSS=-4.65, Synergy_ZIP=1.31, Synergy_Bliss=-0.396, Synergy_Loewe=-4.02, Synergy_HSA=-3.89. (3) Drug 1: CS(=O)(=O)C1=CC(=C(C=C1)C(=O)NC2=CC(=C(C=C2)Cl)C3=CC=CC=N3)Cl. Drug 2: CCCCC(=O)OCC(=O)C1(CC(C2=C(C1)C(=C3C(=C2O)C(=O)C4=C(C3=O)C=CC=C4OC)O)OC5CC(C(C(O5)C)O)NC(=O)C(F)(F)F)O. Cell line: DU-145. Synergy scores: CSS=7.50, Synergy_ZIP=0.443, Synergy_Bliss=6.66, Synergy_Loewe=4.76, Synergy_HSA=4.76. (4) Drug 1: CC1OCC2C(O1)C(C(C(O2)OC3C4COC(=O)C4C(C5=CC6=C(C=C35)OCO6)C7=CC(=C(C(=C7)OC)O)OC)O)O. Drug 2: CC1C(C(CC(O1)OC2CC(CC3=C2C(=C4C(=C3O)C(=O)C5=C(C4=O)C(=CC=C5)OC)O)(C(=O)CO)O)N)O.Cl. Cell line: NCI-H522. Synergy scores: CSS=77.0, Synergy_ZIP=4.54, Synergy_Bliss=4.80, Synergy_Loewe=6.84, Synergy_HSA=9.68. (5) Drug 1: C1C(C(OC1N2C=C(C(=O)NC2=O)F)CO)O. Drug 2: CC1=C(N=C(N=C1N)C(CC(=O)N)NCC(C(=O)N)N)C(=O)NC(C(C2=CN=CN2)OC3C(C(C(C(O3)CO)O)O)OC4C(C(C(C(O4)CO)O)OC(=O)N)O)C(=O)NC(C)C(C(C)C(=O)NC(C(C)O)C(=O)NCCC5=NC(=CS5)C6=NC(=CS6)C(=O)NCCC[S+](C)C)O. Cell line: HOP-62. Synergy scores: CSS=49.8, Synergy_ZIP=-7.77, Synergy_Bliss=-8.27, Synergy_Loewe=-4.85, Synergy_HSA=-2.24. (6) Drug 1: C1=CC(=C2C(=C1NCCNCCO)C(=O)C3=C(C=CC(=C3C2=O)O)O)NCCNCCO. Drug 2: CCC1(C2=C(COC1=O)C(=O)N3CC4=CC5=C(C=CC(=C5CN(C)C)O)N=C4C3=C2)O.Cl. Cell line: HCT116. Synergy scores: CSS=52.2, Synergy_ZIP=-4.02, Synergy_Bliss=-4.95, Synergy_Loewe=-2.92, Synergy_HSA=0.173. (7) Cell line: PC-3. Drug 2: C1CC(=O)NC(=O)C1N2C(=O)C3=CC=CC=C3C2=O. Synergy scores: CSS=-1.55, Synergy_ZIP=0.522, Synergy_Bliss=-0.643, Synergy_Loewe=-1.66, Synergy_HSA=-2.18. Drug 1: C1=CN(C=N1)CC(O)(P(=O)(O)O)P(=O)(O)O.